Dataset: Catalyst prediction with 721,799 reactions and 888 catalyst types from USPTO. Task: Predict which catalyst facilitates the given reaction. (1) Reactant: C(OC(=O)[NH:7][C:8]1[CH:13]=[C:12]([N:14]([CH3:16])[CH3:15])[C:11]([C:17]([F:20])([F:19])[F:18])=[CH:10][C:9]=1[NH:21][C:22](=[O:37])[CH2:23][C:24](=O)[C:25]1[CH:30]=[CH:29][CH:28]=[C:27]([N:31]2[CH:35]=[CH:34][N:33]=[N:32]2)[CH:26]=1)(C)(C)C.C(O)(C(F)(F)F)=O. Product: [CH3:15][N:14]([CH3:16])[C:12]1[C:11]([C:17]([F:20])([F:19])[F:18])=[CH:10][C:9]2[NH:21][C:22](=[O:37])[CH2:23][C:24]([C:25]3[CH:30]=[CH:29][CH:28]=[C:27]([N:31]4[CH:35]=[CH:34][N:33]=[N:32]4)[CH:26]=3)=[N:7][C:8]=2[CH:13]=1. The catalyst class is: 2. (2) Reactant: C(Cl)(=O)C(Cl)=O.[F:7][C:8]1[CH:13]=[CH:12][CH:11]=[CH:10][C:9]=1[C:14]1[C:19]([C:20](O)=[O:21])=[C:18]([CH3:23])[N:17]=[C:16]([N:24]2[CH2:29][CH2:28][O:27][CH2:26][CH2:25]2)[N:15]=1.[CH2:30]([NH:37][CH:38]([CH3:40])[CH3:39])[C:31]1[CH:36]=[CH:35][CH:34]=[CH:33][CH:32]=1.C(N(C(C)C)CC)(C)C. Product: [CH2:30]([N:37]([CH:38]([CH3:40])[CH3:39])[C:20]([C:19]1[C:14]([C:9]2[CH:10]=[CH:11][CH:12]=[CH:13][C:8]=2[F:7])=[N:15][C:16]([N:24]2[CH2:25][CH2:26][O:27][CH2:28][CH2:29]2)=[N:17][C:18]=1[CH3:23])=[O:21])[C:31]1[CH:36]=[CH:35][CH:34]=[CH:33][CH:32]=1. The catalyst class is: 59. (3) Reactant: [C:1]([C:3]1[CH:4]=[C:5]([CH:9]=[CH:10][CH:11]=1)[C:6](Cl)=[O:7])#[N:2].CO.[NH2:14][NH2:15]. Product: [C:1]([C:3]1[CH:4]=[C:5]([CH:9]=[CH:10][CH:11]=1)[C:6]([NH:14][NH2:15])=[O:7])#[N:2]. The catalyst class is: 2.